From a dataset of TCR-epitope binding with 47,182 pairs between 192 epitopes and 23,139 TCRs. Binary Classification. Given a T-cell receptor sequence (or CDR3 region) and an epitope sequence, predict whether binding occurs between them. The epitope is YFPLQSYGF. The TCR CDR3 sequence is CATSDLTSPWETQYF. Result: 1 (the TCR binds to the epitope).